From a dataset of Reaction yield outcomes from USPTO patents with 853,638 reactions. Predict the reaction yield, written as a fraction of the theoretical maximum amount of product (1.0 means a 100% yield; for example, 0.34 means a 34% yield). (1) The reactants are [Cl:1][CH2:2][CH2:3][C:4]([C:6]1[CH:11]=[CH:10][C:9]([F:12])=[CH:8][CH:7]=1)=[O:5].[NH4+].[Cl-].I[CH2:16][C:17]([CH3:19])=[CH2:18]. The catalyst is C1COCC1.[Zn]. The product is [Cl:1][CH2:2][CH2:3][C:4]([C:6]1[CH:7]=[CH:8][C:9]([F:12])=[CH:10][CH:11]=1)([OH:5])[CH2:18][C:17]([CH3:19])=[CH2:16]. The yield is 0.760. (2) The reactants are C(C1C=NC2C(C(OC)=O)=C(OC)C(C3C=CC=C(F)C=3)=CC=2N=1)CCC.[F:28][C:29]1[CH:30]=[C:31]([C:35]2[C:36]([O:54]C)=[C:37]([C:50]([O:52]C)=[O:51])[C:38]3[N:39]=[CH:40][C:41]([C:45]4[S:46][CH:47]=[CH:48][N:49]=4)=[N:42][C:43]=3[CH:44]=2)[CH:32]=[CH:33][CH:34]=1.B(Br)(Br)Br.C(C1C=NC2C(C(O)=O)=C(O)C(C3C=CC=C(F)C=3)=CC=2N=1)CCC. The catalyst is ClCCl. The product is [F:28][C:29]1[CH:30]=[C:31]([C:35]2[C:36]([OH:54])=[C:37]([C:50]([OH:52])=[O:51])[C:38]3[N:39]=[CH:40][C:41]([C:45]4[S:46][CH:47]=[CH:48][N:49]=4)=[N:42][C:43]=3[CH:44]=2)[CH:32]=[CH:33][CH:34]=1. The yield is 0.230.